Dataset: Catalyst prediction with 721,799 reactions and 888 catalyst types from USPTO. Task: Predict which catalyst facilitates the given reaction. Reactant: [Na].[Cl:2][C:3]1[CH:4]=[CH:5][CH:6]=[C:7]([NH2:12])[C:8]=1[C:9]([OH:11])=[O:10].[CH2:13]=O.[BH4-].[Na+].[OH-].[K+].Cl. Product: [Cl:2][C:3]1[CH:4]=[CH:5][CH:6]=[C:7]([NH:12][CH3:13])[C:8]=1[C:9]([OH:11])=[O:10]. The catalyst class is: 5.